Dataset: Forward reaction prediction with 1.9M reactions from USPTO patents (1976-2016). Task: Predict the product of the given reaction. Given the reactants [C:1]([C:3]1[CH:51]=[CH:50][C:6]([C:7]([N:9]2[CH2:15][C@H:14]([NH:16][C:17](=[O:29])[C@@H:18]([N:20](C)[C:21](=O)OC(C)(C)C)[CH3:19])[C:13](=[O:30])[N:12]([CH2:31][C:32]3[C:41]4[C:36](=[CH:37][CH:38]=[CH:39][CH:40]=4)[CH:35]=[CH:34][C:33]=3[O:42][CH:43]([F:45])[F:44])[C:11]3[CH:46]=[CH:47][CH:48]=[CH:49][C:10]2=3)=[O:8])=[CH:5][CH:4]=1)#[N:2].Cl, predict the reaction product. The product is: [C:1]([C:3]1[CH:4]=[CH:5][C:6]([C:7]([N:9]2[CH2:15][C@H:14]([NH:16][C:17](=[O:29])[C@@H:18]([NH:20][CH3:21])[CH3:19])[C:13](=[O:30])[N:12]([CH2:31][C:32]3[C:41]4[C:36](=[CH:37][CH:38]=[CH:39][CH:40]=4)[CH:35]=[CH:34][C:33]=3[O:42][CH:43]([F:44])[F:45])[C:11]3[CH:46]=[CH:47][CH:48]=[CH:49][C:10]2=3)=[O:8])=[CH:50][CH:51]=1)#[N:2].